Regression. Given two drug SMILES strings and cell line genomic features, predict the synergy score measuring deviation from expected non-interaction effect. From a dataset of NCI-60 drug combinations with 297,098 pairs across 59 cell lines. (1) Drug 1: CCCS(=O)(=O)NC1=C(C(=C(C=C1)F)C(=O)C2=CNC3=C2C=C(C=N3)C4=CC=C(C=C4)Cl)F. Drug 2: CCC1=C2CN3C(=CC4=C(C3=O)COC(=O)C4(CC)O)C2=NC5=C1C=C(C=C5)O. Cell line: NCIH23. Synergy scores: CSS=29.7, Synergy_ZIP=5.09, Synergy_Bliss=4.89, Synergy_Loewe=-34.5, Synergy_HSA=1.93. (2) Drug 1: CN(CC1=CN=C2C(=N1)C(=NC(=N2)N)N)C3=CC=C(C=C3)C(=O)NC(CCC(=O)O)C(=O)O. Drug 2: COCCOC1=C(C=C2C(=C1)C(=NC=N2)NC3=CC=CC(=C3)C#C)OCCOC.Cl. Cell line: CCRF-CEM. Synergy scores: CSS=26.5, Synergy_ZIP=-0.478, Synergy_Bliss=-1.15, Synergy_Loewe=-55.8, Synergy_HSA=-1.91. (3) Drug 1: CN(C)N=NC1=C(NC=N1)C(=O)N. Drug 2: C1=CC=C(C=C1)NC(=O)CCCCCCC(=O)NO. Cell line: IGROV1. Synergy scores: CSS=20.9, Synergy_ZIP=-1.57, Synergy_Bliss=0.859, Synergy_Loewe=0.275, Synergy_HSA=1.26. (4) Drug 1: CC12CCC3C(C1CCC2NC(=O)OCC(F)(F)F)CCC4C3(C=CC(=O)N4C)C. Drug 2: CCC1(CC2CC(C3=C(CCN(C2)C1)C4=CC=CC=C4N3)(C5=C(C=C6C(=C5)C78CCN9C7C(C=CC9)(C(C(C8N6C)(C(=O)OC)O)OC(=O)C)CC)OC)C(=O)OC)O. Cell line: HCT116. Synergy scores: CSS=47.8, Synergy_ZIP=-5.31, Synergy_Bliss=-10.8, Synergy_Loewe=-53.7, Synergy_HSA=-7.99. (5) Synergy scores: CSS=22.5, Synergy_ZIP=-6.27, Synergy_Bliss=1.78, Synergy_Loewe=-7.63, Synergy_HSA=0.989. Drug 1: C1=NC2=C(N1)C(=S)N=CN2. Drug 2: C1CC(=O)NC(=O)C1N2C(=O)C3=CC=CC=C3C2=O. Cell line: A549. (6) Drug 1: C1=C(C(=O)NC(=O)N1)N(CCCl)CCCl. Drug 2: C1=NC2=C(N=C(N=C2N1C3C(C(C(O3)CO)O)F)Cl)N. Cell line: SF-295. Synergy scores: CSS=37.3, Synergy_ZIP=2.09, Synergy_Bliss=3.75, Synergy_Loewe=1.90, Synergy_HSA=4.09. (7) Drug 1: CC1OCC2C(O1)C(C(C(O2)OC3C4COC(=O)C4C(C5=CC6=C(C=C35)OCO6)C7=CC(=C(C(=C7)OC)O)OC)O)O. Drug 2: CCCS(=O)(=O)NC1=C(C(=C(C=C1)F)C(=O)C2=CNC3=C2C=C(C=N3)C4=CC=C(C=C4)Cl)F. Cell line: UO-31. Synergy scores: CSS=17.8, Synergy_ZIP=-6.04, Synergy_Bliss=-2.07, Synergy_Loewe=-0.880, Synergy_HSA=-0.0722.